This data is from NCI-60 drug combinations with 297,098 pairs across 59 cell lines. The task is: Regression. Given two drug SMILES strings and cell line genomic features, predict the synergy score measuring deviation from expected non-interaction effect. (1) Drug 1: CCN(CC)CCNC(=O)C1=C(NC(=C1C)C=C2C3=C(C=CC(=C3)F)NC2=O)C. Drug 2: CS(=O)(=O)OCCCCOS(=O)(=O)C. Cell line: TK-10. Synergy scores: CSS=0.809, Synergy_ZIP=-0.869, Synergy_Bliss=-1.57, Synergy_Loewe=-4.24, Synergy_HSA=-3.23. (2) Drug 1: CC1=C2C(C(=O)C3(C(CC4C(C3C(C(C2(C)C)(CC1OC(=O)C(C(C5=CC=CC=C5)NC(=O)OC(C)(C)C)O)O)OC(=O)C6=CC=CC=C6)(CO4)OC(=O)C)OC)C)OC. Drug 2: B(C(CC(C)C)NC(=O)C(CC1=CC=CC=C1)NC(=O)C2=NC=CN=C2)(O)O. Cell line: SW-620. Synergy scores: CSS=58.8, Synergy_ZIP=8.56, Synergy_Bliss=7.20, Synergy_Loewe=7.90, Synergy_HSA=10.0. (3) Drug 1: CC1=C2C(C(=O)C3(C(CC4C(C3C(C(C2(C)C)(CC1OC(=O)C(C(C5=CC=CC=C5)NC(=O)C6=CC=CC=C6)O)O)OC(=O)C7=CC=CC=C7)(CO4)OC(=O)C)O)C)OC(=O)C. Drug 2: CC12CCC3C(C1CCC2O)C(CC4=C3C=CC(=C4)O)CCCCCCCCCS(=O)CCCC(C(F)(F)F)(F)F. Cell line: OVCAR-8. Synergy scores: CSS=-0.943, Synergy_ZIP=2.12, Synergy_Bliss=2.19, Synergy_Loewe=-2.45, Synergy_HSA=-0.749. (4) Drug 1: C1CN1P(=S)(N2CC2)N3CC3. Drug 2: CC1C(C(CC(O1)OC2CC(CC3=C2C(=C4C(=C3O)C(=O)C5=CC=CC=C5C4=O)O)(C(=O)C)O)N)O. Cell line: T-47D. Synergy scores: CSS=35.1, Synergy_ZIP=2.33, Synergy_Bliss=4.42, Synergy_Loewe=-12.5, Synergy_HSA=4.02. (5) Synergy scores: CSS=27.1, Synergy_ZIP=-0.0594, Synergy_Bliss=4.86, Synergy_Loewe=-37.8, Synergy_HSA=3.09. Drug 1: CCC1=CC2CC(C3=C(CN(C2)C1)C4=CC=CC=C4N3)(C5=C(C=C6C(=C5)C78CCN9C7C(C=CC9)(C(C(C8N6C)(C(=O)OC)O)OC(=O)C)CC)OC)C(=O)OC.C(C(C(=O)O)O)(C(=O)O)O. Drug 2: CS(=O)(=O)OCCCCOS(=O)(=O)C. Cell line: SK-MEL-5. (6) Synergy scores: CSS=44.7, Synergy_ZIP=-3.67, Synergy_Bliss=0.350, Synergy_Loewe=3.96, Synergy_HSA=4.44. Drug 1: CC1CCC2CC(C(=CC=CC=CC(CC(C(=O)C(C(C(=CC(C(=O)CC(OC(=O)C3CCCCN3C(=O)C(=O)C1(O2)O)C(C)CC4CCC(C(C4)OC)OCCO)C)C)O)OC)C)C)C)OC. Cell line: SNB-75. Drug 2: CC1C(C(CC(O1)OC2CC(CC3=C2C(=C4C(=C3O)C(=O)C5=C(C4=O)C(=CC=C5)OC)O)(C(=O)CO)O)N)O.Cl. (7) Drug 1: CCC1(CC2CC(C3=C(CCN(C2)C1)C4=CC=CC=C4N3)(C5=C(C=C6C(=C5)C78CCN9C7C(C=CC9)(C(C(C8N6C=O)(C(=O)OC)O)OC(=O)C)CC)OC)C(=O)OC)O.OS(=O)(=O)O. Drug 2: B(C(CC(C)C)NC(=O)C(CC1=CC=CC=C1)NC(=O)C2=NC=CN=C2)(O)O. Cell line: SF-268. Synergy scores: CSS=2.04, Synergy_ZIP=-2.89, Synergy_Bliss=-5.95, Synergy_Loewe=-17.6, Synergy_HSA=-5.96. (8) Cell line: MCF7. Drug 2: CC1=C(C(=CC=C1)Cl)NC(=O)C2=CN=C(S2)NC3=CC(=NC(=N3)C)N4CCN(CC4)CCO. Drug 1: CCCS(=O)(=O)NC1=C(C(=C(C=C1)F)C(=O)C2=CNC3=C2C=C(C=N3)C4=CC=C(C=C4)Cl)F. Synergy scores: CSS=5.51, Synergy_ZIP=-0.0974, Synergy_Bliss=3.23, Synergy_Loewe=-1.93, Synergy_HSA=1.94.